This data is from Forward reaction prediction with 1.9M reactions from USPTO patents (1976-2016). The task is: Predict the product of the given reaction. (1) Given the reactants [C:1](Cl)(=[O:8])[C:2]1[CH:7]=[CH:6][CH:5]=[CH:4][CH:3]=1.[Cl:10][C:11]1[C:16]([NH2:17])=[CH:15][CH:14]=[C:13]([Cl:18])[N:12]=1, predict the reaction product. The product is: [Cl:10][C:11]1[C:16]([NH:17][C:1](=[O:8])[C:2]2[CH:7]=[CH:6][CH:5]=[CH:4][CH:3]=2)=[CH:15][CH:14]=[C:13]([Cl:18])[N:12]=1. (2) Given the reactants [Br:1][CH:2]([CH2:6][CH2:7]Br)[C:3](Cl)=[O:4].[NH2:9][C:10]1[CH:22]=[CH:21][C:13]([O:14][CH2:15][C@H:16]([OH:20])[CH2:17][S:18][CH3:19])=[C:12]([O:23][CH3:24])[CH:11]=1.CCN(CC)CC.[OH-].[K+], predict the reaction product. The product is: [Br:1][CH:2]1[CH2:6][CH2:7][N:9]([C:10]2[CH:22]=[CH:21][C:13]([O:14][CH2:15][C@H:16]([OH:20])[CH2:17][S:18][CH3:19])=[C:12]([O:23][CH3:24])[CH:11]=2)[C:3]1=[O:4]. (3) Given the reactants [F:1][C:2]1[CH:3]=[C:4]2[C:9](=[CH:10][CH:11]=1)[N:8]=[C:7]([NH:12][C@H:13]1[CH2:17][CH2:16][C@H:15]([NH2:18])[CH2:14]1)[CH:6]=[C:5]2[CH3:19].[CH3:20][N:21]1[C:29]2[C:24](=[CH:25][CH:26]=[CH:27][CH:28]=2)[CH:23]=[C:22]1[CH:30]=O.CC(O)=O, predict the reaction product. The product is: [F:1][C:2]1[CH:3]=[C:4]2[C:9](=[CH:10][CH:11]=1)[N:8]=[C:7]([NH:12][C@H:13]1[CH2:17][CH2:16][C@H:15]([NH:18][CH2:30][C:22]3[N:21]([CH3:20])[C:29]4[C:24]([CH:23]=3)=[CH:25][CH:26]=[CH:27][CH:28]=4)[CH2:14]1)[CH:6]=[C:5]2[CH3:19]. (4) The product is: [CH3:14][O:15][C:16]1[CH:17]=[C:18]([CH:19]=[CH:20][C:21]=1[O:22][CH3:23])[CH2:24][CH2:25][C:26]1[O:11][C:10]([C:8]2[CH:7]=[CH:6][C:5]3[NH:1][CH:2]=[N:3][C:4]=3[CH:9]=2)=[N:12][N:13]=1. Given the reactants [N:1]1[C:5]2[CH:6]=[CH:7][C:8]([C:10]([NH:12][NH2:13])=[O:11])=[CH:9][C:4]=2[NH:3][CH:2]=1.[CH3:14][O:15][C:16]1[CH:17]=[C:18]([CH2:24][CH2:25][C:26](Cl)=O)[CH:19]=[CH:20][C:21]=1[O:22][CH3:23].O=P(Cl)(Cl)Cl, predict the reaction product. (5) Given the reactants Br[C:2]1[CH:3]=[C:4]([NH:10][C:11]2[CH:16]=[CH:15][C:14]([CH:17]3[CH2:22][CH2:21][N:20]([CH3:23])[CH2:19][CH2:18]3)=[CH:13][N:12]=2)[C:5](=[O:9])[N:6]([CH3:8])[CH:7]=1.[C:24]([O:27][CH2:28][C:29]1[C:30]([N:44]2[CH2:55][CH2:54][N:53]3[C:46](=[CH:47][C:48]4[CH2:49][C:50]([CH3:57])([CH3:56])[CH2:51][C:52]=43)[C:45]2=[O:58])=[N:31][CH:32]=[CH:33][C:34]=1B1OC(C)(C)C(C)(C)O1)(=[O:26])[CH3:25].[O-]P([O-])([O-])=O.[K+].[K+].[K+].O.O.O.C([O-])(=O)C.[Na+], predict the reaction product. The product is: [C:24]([O:27][CH2:28][C:29]1[C:30]([N:44]2[CH2:55][CH2:54][N:53]3[C:46](=[CH:47][C:48]4[CH2:49][C:50]([CH3:57])([CH3:56])[CH2:51][C:52]=43)[C:45]2=[O:58])=[N:31][CH:32]=[CH:33][C:34]=1[C:2]1[CH:3]=[C:4]([NH:10][C:11]2[CH:16]=[CH:15][C:14]([CH:17]3[CH2:22][CH2:21][N:20]([CH3:23])[CH2:19][CH2:18]3)=[CH:13][N:12]=2)[C:5](=[O:9])[N:6]([CH3:8])[CH:7]=1)(=[O:26])[CH3:25]. (6) Given the reactants [C:1]([C:3]1[C:4]([NH2:9])=[N:5][CH:6]=[CH:7][CH:8]=1)#[CH:2].[CH3:10][C:11]1[N:16]=[C:15]([O:17][CH2:18][C:19]2[CH:24]=[CH:23][C:22]([CH2:25][C:26](Cl)=[N:27][OH:28])=[CH:21][CH:20]=2)[CH:14]=[CH:13][CH:12]=1.C(N(CC)CC)C, predict the reaction product. The product is: [CH3:10][C:11]1[N:16]=[C:15]([O:17][CH2:18][C:19]2[CH:24]=[CH:23][C:22]([CH2:25][C:26]3[CH:2]=[C:1]([C:3]4[C:4]([NH2:9])=[N:5][CH:6]=[CH:7][CH:8]=4)[O:28][N:27]=3)=[CH:21][CH:20]=2)[CH:14]=[CH:13][CH:12]=1.